Task: Predict the product of the given reaction.. Dataset: Forward reaction prediction with 1.9M reactions from USPTO patents (1976-2016) (1) The product is: [CH3:11][O:12][C:13]1[CH:14]=[C:15]2[C:20]([N:19]([CH3:23])[C:18](=[O:24])[CH:17]3[CH2:4][CH:16]32)=[CH:21][CH:22]=1. Given the reactants [I-].[K+].[Cl-].[CH3:4][S+](C)(C)=O.[H-].[Na+].[CH3:11][O:12][C:13]1[CH:14]=[C:15]2[C:20](=[CH:21][CH:22]=1)[N:19]([CH3:23])[C:18](=[O:24])[CH:17]=[CH:16]2, predict the reaction product. (2) The product is: [C:33]([O:37][C:38]([N:40]1[CH2:41][CH2:13][N:12]([CH2:16][C:17]2[S:18][C:19]3[C:24]([N:25]4[CH2:26][CH2:27][O:28][CH2:29][CH2:30]4)=[N:23][C:22]([Cl:31])=[N:21][C:20]=3[N:32]=2)[CH2:11][C:10]1([CH3:14])[CH3:9])=[O:39])([CH3:36])([CH3:35])[CH3:34]. Given the reactants C(OC(N1C[CH:14]2[CH:10]([CH2:11][N:12]([CH2:16][C:17]3[S:18][C:19]4[C:24]([N:25]5[CH2:30][CH2:29][O:28][CH2:27][CH2:26]5)=[N:23][C:22]([Cl:31])=[N:21][C:20]=4[N:32]=3)[CH2:13]2)[CH2:9]1)=O)(C)(C)C.[C:33]([O:37][C:38]([N:40]1CCNC[C:41]1(C)C)=[O:39])([CH3:36])([CH3:35])[CH3:34], predict the reaction product. (3) The product is: [C:35]([O:34][C:32]([N:30]1[CH2:31][C:28]2([C:24](=[N:23][O:22][CH2:20][CH3:21])[CH2:25][N:26]([C:11]3[N:12]=[C:13]4[C:8]([C:7](=[O:16])[C:6]([C:17]([OH:19])=[O:18])=[CH:5][N:4]4[CH:1]4[CH2:3][CH2:2]4)=[CH:9][C:10]=3[F:15])[CH2:27]2)[CH2:29]1)=[O:33])([CH3:38])([CH3:37])[CH3:36]. Given the reactants [CH:1]1([N:4]2[C:13]3[C:8](=[CH:9][C:10]([F:15])=[C:11](Cl)[N:12]=3)[C:7](=[O:16])[C:6]([C:17]([OH:19])=[O:18])=[CH:5]2)[CH2:3][CH2:2]1.[CH2:20]([O:22][N:23]=[C:24]1[C:28]2([CH2:31][N:30]([C:32]([O:34][C:35]([CH3:38])([CH3:37])[CH3:36])=[O:33])[CH2:29]2)[CH2:27][NH:26][CH2:25]1)[CH3:21].C(#N)C, predict the reaction product.